This data is from Catalyst prediction with 721,799 reactions and 888 catalyst types from USPTO. The task is: Predict which catalyst facilitates the given reaction. (1) Reactant: [CH2:1]([O:8][N:9]([CH:12]([CH2:52][O:53][C:54]([C:67]1[CH:72]=[CH:71][CH:70]=[CH:69][CH:68]=1)([C:61]1[CH:66]=[CH:65][CH:64]=[CH:63][CH:62]=1)[C:55]1[CH:60]=[CH:59][CH:58]=[CH:57][CH:56]=1)[C@H:13]([O:44][CH2:45][C:46]1[CH:51]=[CH:50][CH:49]=[CH:48][CH:47]=1)[C@H:14]([O:36][CH2:37][C:38]1[CH:43]=[CH:42][CH:41]=[CH:40][CH:39]=1)[C@H:15]([O:28][CH2:29][C:30]1[CH:35]=[CH:34][CH:33]=[CH:32][CH:31]=1)[CH2:16][O:17][Si](C(C)C)(C(C)C)C(C)C)[CH:10]=[O:11])[C:2]1[CH:7]=[CH:6][CH:5]=[CH:4][CH:3]=1.CCCC[N+](CCCC)(CCCC)CCCC.[F-]. Product: [CH2:1]([O:8][N:9]([CH:12]([CH2:52][O:53][C:54]([C:55]1[CH:60]=[CH:59][CH:58]=[CH:57][CH:56]=1)([C:61]1[CH:66]=[CH:65][CH:64]=[CH:63][CH:62]=1)[C:67]1[CH:68]=[CH:69][CH:70]=[CH:71][CH:72]=1)[C@H:13]([O:44][CH2:45][C:46]1[CH:47]=[CH:48][CH:49]=[CH:50][CH:51]=1)[C@H:14]([O:36][CH2:37][C:38]1[CH:39]=[CH:40][CH:41]=[CH:42][CH:43]=1)[C@H:15]([O:28][CH2:29][C:30]1[CH:35]=[CH:34][CH:33]=[CH:32][CH:31]=1)[CH2:16][OH:17])[CH:10]=[O:11])[C:2]1[CH:7]=[CH:6][CH:5]=[CH:4][CH:3]=1. The catalyst class is: 1. (2) Reactant: Br[C:2]1[C:10]2[C:6](=[N:7][S:8][N:9]=2)[C:5](Br)=[CH:4][C:3]=1Cl.C[Sn](C)(C)[C:15]1[S:16][CH:17]=[C:18]([CH2:20][CH2:21][CH2:22][CH2:23][CH2:24][CH2:25][CH2:26][CH2:27][CH2:28][CH2:29][CH2:30][CH3:31])[CH:19]=1.[CH3:55][C:50]1[CH:51]=[CH:52][CH:53]=[CH:54][C:49]=1P([C:49]1[CH:54]=[CH:53][CH:52]=[CH:51][C:50]=1[CH3:55])[C:49]1[CH:54]=[CH:53][CH:52]=[CH:51][C:50]=1[CH3:55]. Product: [CH2:20]([C:18]1[CH:19]=[C:15]([C:2]2[C:10]3[C:6](=[N:7][S:8][N:9]=3)[C:5]([C:15]3[S:16][CH:17]=[C:18]([CH2:20][CH2:21][CH2:22][CH2:23][CH2:24][CH2:49][CH2:54][CH2:53][CH2:52][CH2:51][CH2:50][CH3:55])[CH:19]=3)=[CH:4][CH:3]=2)[S:16][CH:17]=1)[CH2:21][CH2:22][CH2:23][CH2:24][CH2:25][CH2:26][CH2:27][CH2:28][CH2:29][CH2:30][CH3:31]. The catalyst class is: 110. (3) Product: [CH:1]1([C:4]2[O:5][CH:6]=[C:7]([C:9]3[CH:16]=[CH:15][C:12]([CH2:13][NH:17][CH2:18][CH2:19][C:20]4[CH:25]=[CH:24][C:23]([OH:26])=[CH:22][CH:21]=4)=[CH:11][CH:10]=3)[N:8]=2)[CH2:3][CH2:2]1. The catalyst class is: 92. Reactant: [CH:1]1([C:4]2[O:5][CH:6]=[C:7]([C:9]3[CH:16]=[CH:15][C:12]([CH:13]=O)=[CH:11][CH:10]=3)[N:8]=2)[CH2:3][CH2:2]1.[NH2:17][CH2:18][CH2:19][C:20]1[CH:25]=[CH:24][C:23]([OH:26])=[CH:22][CH:21]=1.COC(OC)OC.[BH4-].[Na+]. (4) Reactant: [Cl:1][C:2]1[CH:3]=[N:4][N:5]([CH3:9])[C:6]=1[CH2:7]O.[Br:10]C(Br)(Br)Br. Product: [Br:10][CH2:7][C:6]1[N:5]([CH3:9])[N:4]=[CH:3][C:2]=1[Cl:1]. The catalyst class is: 4.